This data is from Full USPTO retrosynthesis dataset with 1.9M reactions from patents (1976-2016). The task is: Predict the reactants needed to synthesize the given product. Given the product [C:32]([N:3]1[C:4]2[C:9](=[CH:8][C:7]([C:19]3[N:20]=[CH:21][N:22]([CH2:24][C:25]([O:27][C:28]([CH3:31])([CH3:30])[CH3:29])=[O:26])[CH:23]=3)=[CH:6][CH:5]=2)[C@H:10]([NH:12][C:13]([O:15][CH:16]([CH3:17])[CH3:18])=[O:14])[CH2:11][C@@H:2]1[CH3:1])(=[O:34])[CH3:33], predict the reactants needed to synthesize it. The reactants are: [CH3:1][C@H:2]1[CH2:11][C@@H:10]([NH:12][C:13]([O:15][CH:16]([CH3:18])[CH3:17])=[O:14])[C:9]2[C:4](=[CH:5][CH:6]=[C:7]([C:19]3[N:20]=[CH:21][N:22]([CH2:24][C:25]([O:27][C:28]([CH3:31])([CH3:30])[CH3:29])=[O:26])[CH:23]=3)[CH:8]=2)[NH:3]1.[C:32](OC(=O)C)(=[O:34])[CH3:33].